The task is: Predict the reactants needed to synthesize the given product.. This data is from Full USPTO retrosynthesis dataset with 1.9M reactions from patents (1976-2016). (1) Given the product [Cl:1][C:2]1[CH:7]=[CH:6][CH:5]=[CH:4][C:3]=1[S:8]([N:11]1[CH2:16][CH2:15][CH2:14][CH:13]([C:17]([N:20]2[CH2:25][CH2:24][O:23][CH2:22][CH2:21]2)=[O:19])[CH2:12]1)(=[O:9])=[O:10], predict the reactants needed to synthesize it. The reactants are: [Cl:1][C:2]1[CH:7]=[CH:6][CH:5]=[CH:4][C:3]=1[S:8]([N:11]1[CH2:16][CH2:15][CH2:14][C@@H:13]([C:17]([OH:19])=O)[CH2:12]1)(=[O:10])=[O:9].[NH:20]1[CH2:25][CH2:24][O:23][CH2:22][CH2:21]1. (2) Given the product [CH2:1]([C@@H:8]1[CH2:19][N:18]2[C:10]([C:11]3[NH:12][C:13]([CH:21]4[CH2:25][CH2:24][CH2:23][CH2:22]4)=[N:14][C:15]=3[N:16]=[C:17]2[NH:34][CH2:33][CH2:32][N:26]2[CH2:31][CH2:30][CH2:29][CH2:28][CH2:27]2)=[N:9]1)[C:2]1[CH:7]=[CH:6][CH:5]=[CH:4][CH:3]=1, predict the reactants needed to synthesize it. The reactants are: [CH2:1]([C@@H:8]1[CH2:19][N:18]2[C:10]([C:11]3[NH:12][C:13]([CH:21]4[CH2:25][CH2:24][CH2:23][CH2:22]4)=[N:14][C:15]=3[N:16]=[C:17]2Cl)=[N:9]1)[C:2]1[CH:7]=[CH:6][CH:5]=[CH:4][CH:3]=1.[N:26]1([CH2:32][CH2:33][NH2:34])[CH2:31][CH2:30][CH2:29][CH2:28][CH2:27]1.C(N(CC)C(C)C)(C)C. (3) The reactants are: [NH2:1][C:2]1[CH:17]=[CH:16][CH:15]=[C:14]([Cl:18])[C:3]=1[C:4]([NH:6][C:7]1[CH:12]=[CH:11][CH:10]=[CH:9][C:8]=1[F:13])=[O:5].[C:19]([O:23][C:24]([NH:26][CH:27]([CH2:31][CH3:32])[C:28](O)=[O:29])=[O:25])([CH3:22])([CH3:21])[CH3:20].CCN(C(C)C)C(C)C.CN(C(ON1N=NC2C=CC=NC1=2)=[N+](C)C)C.F[P-](F)(F)(F)(F)F. Given the product [Cl:18][C:14]1[C:3]([C:4](=[O:5])[NH:6][C:7]2[CH:12]=[CH:11][CH:10]=[CH:9][C:8]=2[F:13])=[C:2]([NH:1][C:28](=[O:29])[C@@H:27]([NH:26][C:24](=[O:25])[O:23][C:19]([CH3:21])([CH3:20])[CH3:22])[CH2:31][CH3:32])[CH:17]=[CH:16][CH:15]=1, predict the reactants needed to synthesize it.